From a dataset of Reaction yield outcomes from USPTO patents with 853,638 reactions. Predict the reaction yield, written as a fraction of the theoretical maximum amount of product (1.0 means a 100% yield; for example, 0.34 means a 34% yield). (1) The reactants are [O:1]1[C:6]2[CH:7]=[CH:8][C:9]([CH2:11]O)=[CH:10][C:5]=2[O:4][CH2:3][CH2:2]1.O=S(Cl)[Cl:15]. No catalyst specified. The product is [Cl:15][CH2:11][C:9]1[CH:8]=[CH:7][C:6]2[O:1][CH2:2][CH2:3][O:4][C:5]=2[CH:10]=1. The yield is 0.880. (2) The reactants are [CH2:1]=[C:2]1[CH2:11][CH2:10][CH2:9][C:4]2([CH2:8][CH2:7][CH2:6][CH2:5]2)[CH:3]1[C:12]([OH:14])=[O:13].[C:15]([O-])([O-])=O.[K+].[K+].CI.Cl. The catalyst is CN(C=O)C. The product is [CH2:1]=[C:2]1[CH2:11][CH2:10][CH2:9][C:4]2([CH2:8][CH2:7][CH2:6][CH2:5]2)[CH:3]1[C:12]([O:14][CH3:15])=[O:13]. The yield is 0.710. (3) The reactants are [Cl:1][C:2]1[CH:3]=[C:4]([C:8]2[C:12]([CH2:13][O:14][C:15]3[CH:23]=[CH:22][C:18]([C:19]([OH:21])=O)=[CH:17][N:16]=3)=[C:11]([CH3:24])[O:10][N:9]=2)[CH:5]=[CH:6][CH:7]=1.[CH:25]1([CH2:28][NH2:29])[CH2:27][CH2:26]1. No catalyst specified. The product is [Cl:1][C:2]1[CH:3]=[C:4]([C:8]2[C:12]([CH2:13][O:14][C:15]3[CH:23]=[CH:22][C:18]([C:19]([NH:29][CH2:28][CH:25]4[CH2:27][CH2:26]4)=[O:21])=[CH:17][N:16]=3)=[C:11]([CH3:24])[O:10][N:9]=2)[CH:5]=[CH:6][CH:7]=1. The yield is 0.490. (4) The reactants are [C:1]1([NH:7][C@@H:8]([CH3:13])[CH2:9][C:10]([NH2:12])=[O:11])[CH:6]=[CH:5][CH:4]=[CH:3][CH:2]=1.Cl[C:15]([O:17][CH2:18][C:19]1[CH:24]=[CH:23][CH:22]=[CH:21][CH:20]=1)=[O:16].CC(C)([O-])C.[Li+]. The catalyst is C1COCC1. The product is [CH2:18]([O:17][C:15](=[O:16])[NH:12][C:10](=[O:11])[CH2:9][C@@H:8]([NH:7][C:1]1[CH:6]=[CH:5][CH:4]=[CH:3][CH:2]=1)[CH3:13])[C:19]1[CH:24]=[CH:23][CH:22]=[CH:21][CH:20]=1. The yield is 0.820.